From a dataset of Catalyst prediction with 721,799 reactions and 888 catalyst types from USPTO. Predict which catalyst facilitates the given reaction. (1) Reactant: [OH:1][C:2]([C:8]1[S:9][CH:10]=[C:11]([CH3:13])[N:12]=1)([CH3:7])[C:3]([NH:5][NH2:6])=O.[F:14][C:15]1[C:16]([CH2:22][N:23]2[CH:27]=[CH:26][C:25]([N:28]=[C:29]=[S:30])=[N:24]2)=[N:17][CH:18]=[C:19]([F:21])[CH:20]=1.S(=O)(=O)(O)O.N. Product: [F:14][C:15]1[C:16]([CH2:22][N:23]2[CH:27]=[CH:26][C:25]([NH:28][C:29]3[S:30][C:3]([C:2]([C:8]4[S:9][CH:10]=[C:11]([CH3:13])[N:12]=4)([OH:1])[CH3:7])=[N:5][N:6]=3)=[N:24]2)=[N:17][CH:18]=[C:19]([F:21])[CH:20]=1. The catalyst class is: 4. (2) Reactant: [S:1]([O:6]C)([O:4][CH3:5])(=[O:3])=[O:2].[CH3:8][C:9]([N:21]1[CH2:26][CH2:25][O:24][CH2:23][CH2:22]1)([CH3:20])[C:10]([C:12]1[CH:17]=[CH:16][C:15]([S:18][CH3:19])=[CH:14][CH:13]=1)=[O:11].O.[C:28]1(C)C=CC=CC=1. Product: [CH3:5][O:4][S:1]([O-:6])(=[O:3])=[O:2].[CH3:19][S+:18]([CH3:28])[C:15]1[CH:16]=[CH:17][C:12]([C:10](=[O:11])[C:9]([CH3:8])([NH+:21]2[CH2:22][CH2:23][O:24][CH2:25][CH2:26]2)[CH3:20])=[CH:13][CH:14]=1.[CH3:5][O:4][S:1]([O-:6])(=[O:3])=[O:2]. The catalyst class is: 10.